Predict the reactants needed to synthesize the given product. From a dataset of Full USPTO retrosynthesis dataset with 1.9M reactions from patents (1976-2016). Given the product [Br:1][C:2]1[CH:10]=[C:9]2[C:5]([C:6]([CH3:11])=[N:7][N:8]2[C:16]2[CH:21]=[CH:20][N:19]=[C:18]([NH2:22])[N:17]=2)=[CH:4][C:3]=1[F:12], predict the reactants needed to synthesize it. The reactants are: [Br:1][C:2]1[CH:10]=[C:9]2[C:5]([C:6]([CH3:11])=[N:7][NH:8]2)=[CH:4][C:3]=1[F:12].[H-].[Na+].Cl[C:16]1[CH:21]=[CH:20][N:19]=[C:18]([NH2:22])[N:17]=1.